This data is from Forward reaction prediction with 1.9M reactions from USPTO patents (1976-2016). The task is: Predict the product of the given reaction. (1) Given the reactants [CH3:1][O:2][C:3](=[O:14])[C:4]1[CH:9]=[CH:8][C:7](F)=[C:6]([N+:11]([O-:13])=[O:12])[CH:5]=1.C[N:16]([CH:18]=O)C.C(=O)([O-])[O-].[K+].[K+], predict the reaction product. The product is: [CH3:1][O:2][C:3](=[O:14])[C:4]1[CH:9]=[CH:8][C:7]([NH:16][CH2:18][CH:4]2[CH2:9][CH2:8][CH2:7][CH2:6][CH2:5]2)=[C:6]([N+:11]([O-:13])=[O:12])[CH:5]=1. (2) Given the reactants [F:1][C:2]1[CH:7]=[CH:6][C:5]([C@H:8]2[C:13]([C:14](O)=[O:15])=[CH:12][N:11]([CH3:17])[C:10](=[O:18])[NH:9]2)=[CH:4][CH:3]=1.C(Cl)(=O)C([Cl:22])=O, predict the reaction product. The product is: [F:1][C:2]1[CH:7]=[CH:6][C:5]([C@H:8]2[C:13]([C:14]([Cl:22])=[O:15])=[CH:12][N:11]([CH3:17])[C:10](=[O:18])[NH:9]2)=[CH:4][CH:3]=1.